Dataset: Reaction yield outcomes from USPTO patents with 853,638 reactions. Task: Predict the reaction yield, written as a fraction of the theoretical maximum amount of product (1.0 means a 100% yield; for example, 0.34 means a 34% yield). (1) The reactants are [CH:1]1[CH:9]=[CH:8][C:7]2[CH2:10][CH2:11][N:5]3[C:6]=2[C:2]=1[C@H:3]1[CH2:15][NH:14][CH2:13][CH2:12][C@H:4]13.Cl[CH2:17][CH2:18][CH2:19][C:20]([C:22]1[CH:27]=[CH:26][C:25]([F:28])=[CH:24][CH:23]=1)=[O:21].C(N(CC)CC)C.O1CCOCC1. The catalyst is C1(C)C=CC=CC=1. The product is [CH:1]1[CH:9]=[CH:8][C:7]2[CH2:10][CH2:11][N:5]3[C:6]=2[C:2]=1[C@H:3]1[CH2:15][N:14]([CH2:17][CH2:18][CH2:19][C:20]([C:22]2[CH:23]=[CH:24][C:25]([F:28])=[CH:26][CH:27]=2)=[O:21])[CH2:13][CH2:12][C@H:4]13. The yield is 0.650. (2) The reactants are I[CH2:2][C@@H:3]([CH3:16])[CH2:4][N:5]1[C:10]2[CH:11]=[CH:12][CH:13]=[CH:14][C:9]=2[O:8][CH2:7][C:6]1=[O:15].[Cl-].[CH2:18]([O:20][N:21]=[C:22]1[CH2:28][CH:27]2[NH2+:29][CH:24]([CH2:25][CH2:26]2)[CH2:23]1)[CH3:19].C([O-])([O-])=O.[K+].[K+].O. The catalyst is CN(C=O)C. The product is [CH2:18]([O:20][N:21]=[C:22]1[CH2:28][CH:27]2[N:29]([CH2:2][C@@H:3]([CH3:16])[CH2:4][N:5]3[C:10]4[CH:11]=[CH:12][CH:13]=[CH:14][C:9]=4[O:8][CH2:7][C:6]3=[O:15])[CH:24]([CH2:25][CH2:26]2)[CH2:23]1)[CH3:19]. The yield is 0.240. (3) The reactants are Br[C:2]1[CH:3]=[C:4]([CH:7]=[CH:8][CH:9]=1)[C:5]#[N:6].[C:10]([O:17][CH3:18])(=[O:16])[CH2:11][CH2:12][CH2:13][C:14]#[CH:15]. The catalyst is C(N(CC)CC)C.Cl[Pd](Cl)([P](C1C=CC=CC=1)(C1C=CC=CC=1)C1C=CC=CC=1)[P](C1C=CC=CC=1)(C1C=CC=CC=1)C1C=CC=CC=1. The product is [CH3:18][O:17][C:10](=[O:16])[CH2:11][CH2:12][CH2:13][C:14]#[C:15][C:2]1[CH:9]=[CH:8][CH:7]=[C:4]([C:5]#[N:6])[CH:3]=1. The yield is 0.760. (4) The reactants are [NH2:1][C:2]1[C:3]2[S:15][CH:14]=[C:13]([C:16]3[CH:21]=[CH:20][C:19]([NH:22][C:23]([C:25]4[N:26]([CH3:34])[C:27]5[C:32]([CH:33]=4)=[CH:31][CH:30]=[CH:29][CH:28]=5)=[O:24])=[C:18]([O:35][CH3:36])[CH:17]=3)[C:4]=2[C:5](/[N:8]=C/N(C)C)=[N:6][CH:7]=1.[C:37]1([N:43]=[C:44]=[O:45])[CH:42]=[CH:41][CH:40]=[CH:39][CH:38]=1.C(N)=N. The catalyst is N1C=CC=CC=1. The product is [NH2:8][C:5]1[C:4]2[C:13]([C:16]3[CH:21]=[CH:20][C:19]([NH:22][C:23]([C:25]4[N:26]([CH3:34])[C:27]5[C:32]([CH:33]=4)=[CH:31][CH:30]=[CH:29][CH:28]=5)=[O:24])=[C:18]([O:35][CH3:36])[CH:17]=3)=[CH:14][S:15][C:3]=2[C:2]([NH:1][C:44]([NH:43][C:37]2[CH:42]=[CH:41][CH:40]=[CH:39][CH:38]=2)=[O:45])=[CH:7][N:6]=1. The yield is 0.320. (5) The reactants are [F:1][C:2]1[CH:24]=[CH:23][C:5]([CH2:6][N:7]2CCN(C3C=C(C=CN=3)C(OC)=O)C2=O)=[CH:4][CH:3]=1.[F:25][C:26]1[CH:27]=[C:28]([CH:46]=[CH:47][C:48]=1[F:49])[CH2:29][N:30]1[CH2:34][CH2:33][N:32]([C:35]2[CH:36]=[C:37]([CH:42]=[CH:43][N:44]=2)[C:38](OC)=[O:39])[C:31]1=[O:45].FC1C=CC(CN)=CC=1. No catalyst specified. The product is [F:25][C:26]1[CH:27]=[C:28]([CH:46]=[CH:47][C:48]=1[F:49])[CH2:29][N:30]1[CH2:34][CH2:33][N:32]([C:35]2[CH:36]=[C:37]([CH:42]=[CH:43][N:44]=2)[C:38]([NH:7][CH2:6][C:5]2[CH:23]=[CH:24][C:2]([F:1])=[CH:3][CH:4]=2)=[O:39])[C:31]1=[O:45]. The yield is 0.400. (6) The reactants are [CH3:1][O:2][C:3](=[O:22])[CH:4]=[CH:5][C:6]1[CH:11]=[CH:10][C:9]([F:12])=[CH:8][C:7]=1[S:13]([N:16]1[CH2:21][CH2:20][O:19][CH2:18][CH2:17]1)(=[O:15])=[O:14]. The catalyst is CO.[Pd]. The product is [CH3:1][O:2][C:3](=[O:22])[CH2:4][CH2:5][C:6]1[CH:11]=[CH:10][C:9]([F:12])=[CH:8][C:7]=1[S:13]([N:16]1[CH2:21][CH2:20][O:19][CH2:18][CH2:17]1)(=[O:15])=[O:14]. The yield is 0.745.